Task: Predict the product of the given reaction.. Dataset: Forward reaction prediction with 1.9M reactions from USPTO patents (1976-2016) The product is: [Cl:8][C:4]1[CH:5]=[CH:6][CH:7]=[C:2]([Cl:1])[C:3]=1[C:9]1[C:13]([CH2:14][O:15][C:16]2[CH:17]=[C:18]3[C:22](=[CH:23][CH:24]=2)[N:21]([CH2:25][C:26]2[CH:27]=[CH:28][C:29]([C:30]([OH:32])=[O:31])=[CH:34][CH:35]=2)[CH:20]=[CH:19]3)=[C:12]([CH:36]([CH3:38])[CH3:37])[O:11][N:10]=1. Given the reactants [Cl:1][C:2]1[CH:7]=[CH:6][CH:5]=[C:4]([Cl:8])[C:3]=1[C:9]1[C:13]([CH2:14][O:15][C:16]2[CH:17]=[C:18]3[C:22](=[CH:23][CH:24]=2)[N:21]([CH2:25][C:26]2[CH:35]=[CH:34][C:29]([C:30]([O:32]C)=[O:31])=[CH:28][CH:27]=2)[CH:20]=[CH:19]3)=[C:12]([CH:36]([CH3:38])[CH3:37])[O:11][N:10]=1.[OH-].[Li+].O1CCOCC1, predict the reaction product.